Dataset: Full USPTO retrosynthesis dataset with 1.9M reactions from patents (1976-2016). Task: Predict the reactants needed to synthesize the given product. (1) Given the product [CH:1]([C:4]1[CH:9]=[CH:8][C:7]([CH:10]2[C:14]3[C:15]([CH3:21])=[CH:16][C:17]([CH3:20])=[C:18]([CH3:19])[C:13]=3[O:12][CH2:11]2)=[C:6]([O:22][CH3:23])[CH:5]=1)([CH3:3])[CH3:2], predict the reactants needed to synthesize it. The reactants are: [CH:1]([C:4]1[CH:9]=[CH:8][C:7]([C:10]2[C:14]3[C:15]([CH3:21])=[CH:16][C:17]([CH3:20])=[C:18]([CH3:19])[C:13]=3[O:12][CH:11]=2)=[C:6]([O:22][CH3:23])[CH:5]=1)([CH3:3])[CH3:2]. (2) Given the product [CH2:1]([N:3]1[CH2:6][CH2:7][CH2:17][CH2:5][CH2:4]1)[C:2]1[CH:15]=[CH:16][CH:9]=[CH:10][CH:11]=1, predict the reactants needed to synthesize it. The reactants are: [CH2:1]([N:3]([CH2:6][CH3:7])[CH2:4][CH3:5])[CH3:2].Cl[C:9]1[CH:16]=[CH:15]C(C=O)=[CH:11][CH:10]=1.[C:17](O[BH-](OC(=O)C)OC(=O)C)(=O)C.[Na+]. (3) Given the product [CH3:64][O:63][C:57]1[CH:58]=[C:59]([O:61][CH3:62])[CH:60]=[C:16]([O:15][CH3:14])[C:17]=1/[CH:18]=[CH:19]/[CH:20]([S:30]([CH:33](/[CH:43]=[CH:44]/[C:45]1[C:46]([O:55][CH3:56])=[CH:47][C:48]([O:53][CH3:54])=[CH:49][C:50]=1[O:51][CH3:52])[C:34]1[CH:39]=[CH:38][C:37]([O:40][CH3:41])=[C:36]([NH:42][C:6](=[O:11])[C:7]([F:8])([F:9])[F:10])[CH:35]=1)(=[O:32])=[O:31])[C:21]1[CH:26]=[CH:25][C:24]([O:27][CH3:28])=[C:23]([NH:29][C:6](=[O:11])[C:7]([F:10])([F:9])[F:8])[CH:22]=1, predict the reactants needed to synthesize it. The reactants are: [F:8][C:7]([F:10])([F:9])[C:6](O[C:6](=[O:11])[C:7]([F:10])([F:9])[F:8])=[O:11].[CH3:14][O:15][C:16]1[CH:60]=[C:59]([O:61][CH3:62])[CH:58]=[C:57]([O:63][CH3:64])[C:17]=1/[CH:18]=[CH:19]/[CH:20]([S:30]([CH:33](/[CH:43]=[CH:44]/[C:45]1[C:50]([O:51][CH3:52])=[CH:49][C:48]([O:53][CH3:54])=[CH:47][C:46]=1[O:55][CH3:56])[C:34]1[CH:39]=[CH:38][C:37]([O:40][CH3:41])=[C:36]([NH2:42])[CH:35]=1)(=[O:32])=[O:31])[C:21]1[CH:26]=[CH:25][C:24]([O:27][CH3:28])=[C:23]([NH2:29])[CH:22]=1. (4) Given the product [F:1][C:2]1[CH:7]=[C:6]([N:14]2[CH2:15][CH2:16][N:11]([CH3:10])[CH2:12][CH2:13]2)[CH:5]=[C:4]([F:9])[N:3]=1, predict the reactants needed to synthesize it. The reactants are: [F:1][C:2]1[CH:7]=[C:6](F)[CH:5]=[C:4]([F:9])[N:3]=1.[CH3:10][N:11]1[CH2:16][CH2:15][NH:14][CH2:13][CH2:12]1.O.